From a dataset of Retrosynthesis with 50K atom-mapped reactions and 10 reaction types from USPTO. Predict the reactants needed to synthesize the given product. (1) Given the product O=C(OCc1ccccc1)N1C[C@H](O)C[C@H]1/C=C\c1cccnc1, predict the reactants needed to synthesize it. The reactants are: CC(C)(C)[Si](C)(C)O[C@@H]1C[C@@H](/C=C\c2cccnc2)N(C(=O)OCc2ccccc2)C1. (2) Given the product COC(=O)c1cc2cc(OC)c(OC)cc2c(-c2ccnc(N3C(=O)CCC3C)c2)c1C(=O)OC, predict the reactants needed to synthesize it. The reactants are: CC1CCC(=O)N1.COC(=O)c1cc2cc(OC)c(OC)cc2c(-c2ccnc(Br)c2)c1C(=O)OC. (3) Given the product Cc1ccc2nc(-c3ccc(/C=C/c4ccc(O)cc4)cc3)sc2c1, predict the reactants needed to synthesize it. The reactants are: CCOP(=O)(Cc1ccc(-c2nc3ccc(C)cc3s2)cc1)OCC.O=Cc1ccc(O)cc1. (4) Given the product O=C(O[C@H]1C[N+]2(CCCOc3ccccc3)CCC1CC2)C(O)(c1cccs1)c1cccs1, predict the reactants needed to synthesize it. The reactants are: BrCCCOc1ccccc1.O=C(O[C@H]1CN2CCC1CC2)C(O)(c1cccs1)c1cccs1. (5) Given the product CC#CCn1c(N2CCNCC2)c(C#N)c2ncn(CC(=O)c3cccc(OC)c3)c(=O)c21, predict the reactants needed to synthesize it. The reactants are: C1CNCCN1.CC#CCn1c(Br)c(C#N)c2ncn(CC(=O)c3cccc(OC)c3)c(=O)c21.